From a dataset of Acute oral toxicity (LD50) regression data from Zhu et al.. Regression/Classification. Given a drug SMILES string, predict its toxicity properties. Task type varies by dataset: regression for continuous values (e.g., LD50, hERG inhibition percentage) or binary classification for toxic/non-toxic outcomes (e.g., AMES mutagenicity, cardiotoxicity, hepatotoxicity). Dataset: ld50_zhu. (1) The molecule is CCOCC. The rat oral LD50 is 1.78, given as -log10 of the dose in mol/kg body weight (higher means more acutely toxic). (2) The drug is Cc1ccc(N)cc1C. The rat oral LD50 is 2.17, given as -log10 of the dose in mol/kg body weight (higher means more acutely toxic).